From a dataset of Full USPTO retrosynthesis dataset with 1.9M reactions from patents (1976-2016). Predict the reactants needed to synthesize the given product. (1) Given the product [Cl:40][C:2]1[CH:10]=[CH:9][CH:8]=[CH:7][C:3]=1[C:4]([NH:30][C:27]1[CH:26]=[CH:25][C:24]([C:14]2[C:13]([Cl:12])=[CH:23][C:17]3[O:18][C:19]([F:21])([F:22])[O:20][C:16]=3[CH:15]=2)=[CH:29][N:28]=1)=[O:5], predict the reactants needed to synthesize it. The reactants are: F[C:2]1[CH:10]=[CH:9][CH:8]=[C:7](F)[C:3]=1[C:4](Cl)=[O:5].[Cl:12][C:13]1[C:14]([C:24]2[CH:25]=[CH:26][C:27]([NH2:30])=[N:28][CH:29]=2)=[CH:15][C:16]2[O:20][C:19]([F:22])([F:21])[O:18][C:17]=2[CH:23]=1.CCN(C(C)C)C(C)C.[Cl:40]CCl. (2) Given the product [CH2:15]([C@@H:3]1[CH2:2][N:6]([O:7][CH2:8][C:9]2[CH:14]=[CH:13][CH:12]=[CH:11][CH:10]=2)[C:4]1=[O:5])[CH2:16][CH2:17][CH3:18], predict the reactants needed to synthesize it. The reactants are: O[CH2:2][C@@H:3]([CH2:15][CH2:16][CH2:17][CH3:18])[C:4]([NH:6][O:7][CH2:8][C:9]1[CH:14]=[CH:13][CH:12]=[CH:11][CH:10]=1)=[O:5].C1C=CC(P(C2C=CC=CC=2)C2C=CC=CC=2)=CC=1.CC(OC(/N=N/C(OC(C)C)=O)=O)C. (3) Given the product [Cl:9][C:10]1[N:11]=[CH:12][CH:13]=[C:14]2[C:19]=1[N:18]=[CH:17][C:16]([O:20][CH2:21][C:22]#[C:23][C:28]([F:31])([F:30])[F:29])=[CH:15]2, predict the reactants needed to synthesize it. The reactants are: C([N-]C(C)C)(C)C.[Li+].[Cl:9][C:10]1[N:11]=[CH:12][CH:13]=[C:14]2[C:19]=1[N:18]=[CH:17][C:16]([O:20][CH2:21][C:22]#[CH:23])=[CH:15]2.[O-]S([C:28]([F:31])([F:30])[F:29])(=O)=O.[F:29][C:28]([F:31])([F:30])[S+]1C2C=CC=CC=2C2C=CC=CC1=2. (4) Given the product [Br:1][C:2]1[CH:8]=[CH:7][C:5]([NH:6][C:14](=[O:15])[O:16][C:17]([CH3:20])([CH3:19])[CH3:18])=[C:4]([N+:9]([O-:11])=[O:10])[CH:3]=1, predict the reactants needed to synthesize it. The reactants are: [Br:1][C:2]1[CH:8]=[CH:7][C:5]([NH2:6])=[C:4]([N+:9]([O-:11])=[O:10])[CH:3]=1.[H-].[Na+].[C:14](O[C:14]([O:16][C:17]([CH3:20])([CH3:19])[CH3:18])=[O:15])([O:16][C:17]([CH3:20])([CH3:19])[CH3:18])=[O:15]. (5) Given the product [CH2:1]([O:8][C:9]1[C:14](=[O:15])[N:13]2[CH:16]=[C:17]([N:21]3[CH2:26][CH2:25][O:24][CH2:23][CH2:22]3)[CH:18]=[C:19]([N:45]3[CH2:46][CH2:47][N:43]([CH:40]([CH3:42])[CH3:41])[C:44]3=[O:48])[C:12]2=[N:11][C:10]=1[C:27]1[S:28][C:29]([CH2:32][C:33]2[CH:38]=[CH:37][C:36]([F:39])=[CH:35][CH:34]=2)=[CH:30][N:31]=1)[C:2]1[CH:7]=[CH:6][CH:5]=[CH:4][CH:3]=1, predict the reactants needed to synthesize it. The reactants are: [CH2:1]([O:8][C:9]1[C:14](=[O:15])[N:13]2[CH:16]=[C:17]([N:21]3[CH2:26][CH2:25][O:24][CH2:23][CH2:22]3)[CH:18]=[C:19](Br)[C:12]2=[N:11][C:10]=1[C:27]1[S:28][C:29]([CH2:32][C:33]2[CH:38]=[CH:37][C:36]([F:39])=[CH:35][CH:34]=2)=[CH:30][N:31]=1)[C:2]1[CH:7]=[CH:6][CH:5]=[CH:4][CH:3]=1.[CH:40]([N:43]1[CH2:47][CH2:46][NH:45][C:44]1=[O:48])([CH3:42])[CH3:41].CC1(C)C2C(=C(P(C3C=CC=CC=3)C3C=CC=CC=3)C=CC=2)OC2C(P(C3C=CC=CC=3)C3C=CC=CC=3)=CC=CC1=2.C([O-])([O-])=O.[Cs+].[Cs+].N#N.